From a dataset of Forward reaction prediction with 1.9M reactions from USPTO patents (1976-2016). Predict the product of the given reaction. (1) The product is: [CH2:1]([O:8][C:9]([N:11]1[CH2:15][CH2:14][CH2:13][C@H:12]1[C:16]1[NH:24][C:23]2[C:18]([N:17]=1)=[N:19][CH:20]=[C:21]([Br:25])[CH:22]=2)=[O:10])[C:2]1[CH:7]=[CH:6][CH:5]=[CH:4][CH:3]=1. Given the reactants [CH2:1]([O:8][C:9]([N:11]1[CH2:15][CH2:14][CH2:13][C@H:12]1[C:16](=O)[NH:17][C:18]1[C:23]([NH2:24])=[CH:22][C:21]([Br:25])=[CH:20][N:19]=1)=[O:10])[C:2]1[CH:7]=[CH:6][CH:5]=[CH:4][CH:3]=1, predict the reaction product. (2) The product is: [F:3][C:4]1[C:5]([I:24])=[CH:6][C:7](=[O:23])[N:8]([CH2:10][CH2:11][C@@:12]([CH3:22])([S:18]([CH3:21])(=[O:20])=[O:19])[C:13]([OH:15])=[O:14])[CH:9]=1. Given the reactants [OH-].[K+].[F:3][C:4]1[C:5]([I:24])=[CH:6][C:7](=[O:23])[N:8]([CH2:10][CH2:11][C@@:12]([CH3:22])([S:18]([CH3:21])(=[O:20])=[O:19])[C:13]([O:15]CC)=[O:14])[CH:9]=1, predict the reaction product. (3) Given the reactants Br[C:2]1[C:10]2[O:9][CH:8]=[CH:7][C:6]=2[CH:5]=[C:4]([F:11])[CH:3]=1.C([Li])CCC.CN(C)[CH:19]=[O:20].[Cl-].[NH4+], predict the reaction product. The product is: [F:11][C:4]1[CH:3]=[C:2]([CH:19]=[O:20])[C:10]2[O:9][CH:8]=[CH:7][C:6]=2[CH:5]=1. (4) Given the reactants [CH3:1][N:2]1[CH2:7][CH2:6][N:5]2[N:8]=[C:9]([NH2:11])[CH:10]=[C:4]2[CH2:3]1.Br[C:13]1[C:14](=[O:20])[NH:15][N:16]=[C:17]([Cl:19])[CH:18]=1.[Li+].C[Si]([N-][Si](C)(C)C)(C)C.CC1(C)C2C(=C(P(C3C=CC=CC=3)C3C=CC=CC=3)C=CC=2)OC2C(P(C3C=CC=CC=3)C3C=CC=CC=3)=CC=CC1=2.Cl, predict the reaction product. The product is: [Cl:19][C:17]1[CH:18]=[C:13]([NH:11][C:9]2[CH:10]=[C:4]3[CH2:3][N:2]([CH3:1])[CH2:7][CH2:6][N:5]3[N:8]=2)[C:14](=[O:20])[NH:15][N:16]=1. (5) Given the reactants C[O:2][C:3]([C:5]1[S:6][C:7]([C:11]2[CH:16]=[CH:15][CH:14]=[CH:13][CH:12]=2)=[CH:8][C:9]=1[I:10])=[O:4].[Li], predict the reaction product. The product is: [I:10][C:9]1[CH:8]=[C:7]([C:11]2[CH:16]=[CH:15][CH:14]=[CH:13][CH:12]=2)[S:6][C:5]=1[C:3]([OH:4])=[O:2]. (6) Given the reactants [C:1]([O:5][C:6]([N:8]1[CH2:13][CH2:12][N:11]([C:14]2[CH:19]=[CH:18][C:17]([NH2:20])=[CH:16][N:15]=2)[CH2:10][CH2:9]1)=[O:7])([CH3:4])([CH3:3])[CH3:2].C(N(C(C)C)CC)(C)C.[C:30]([C:34]1[CH:35]=[C:36]([NH:46][C:47](=O)[O:48]CC(Cl)(Cl)Cl)[N:37]([C:39]2[CH:44]=[CH:43][C:42]([CH3:45])=[CH:41][CH:40]=2)[N:38]=1)([CH3:33])([CH3:32])[CH3:31].CCOC(C)=O, predict the reaction product. The product is: [C:1]([O:5][C:6]([N:8]1[CH2:13][CH2:12][N:11]([C:14]2[CH:19]=[CH:18][C:17]([NH:20][C:47]([NH:46][C:36]3[N:37]([C:39]4[CH:44]=[CH:43][C:42]([CH3:45])=[CH:41][CH:40]=4)[N:38]=[C:34]([C:30]([CH3:33])([CH3:32])[CH3:31])[CH:35]=3)=[O:48])=[CH:16][N:15]=2)[CH2:10][CH2:9]1)=[O:7])([CH3:4])([CH3:2])[CH3:3].